The task is: Predict the product of the given reaction.. This data is from Forward reaction prediction with 1.9M reactions from USPTO patents (1976-2016). Given the reactants C([O-])([O-])=O.O.O.[Cu:7].[Cu+2].[C:9]([OH:15])(=[O:14])[C:10]([CH3:13])([CH3:12])[CH3:11], predict the reaction product. The product is: [C:9]([O-:15])(=[O:14])[C:10]([CH3:13])([CH3:12])[CH3:11].[C:9]([O-:15])(=[O:14])[C:10]([CH3:13])([CH3:12])[CH3:11].[Cu+2:7].